Dataset: Forward reaction prediction with 1.9M reactions from USPTO patents (1976-2016). Task: Predict the product of the given reaction. (1) Given the reactants Cl.Cl.[Cl:3][C:4]1[CH:9]=[CH:8][C:7]([CH:10]([N:13]2[CH2:18][CH2:17][NH:16][CH2:15][CH2:14]2)[CH2:11][NH2:12])=[CH:6][CH:5]=1.Cl[C:20]1[C:21]2[CH2:28][CH2:27][NH:26][C:22]=2[N:23]=[CH:24][N:25]=1, predict the reaction product. The product is: [Cl:3][C:4]1[CH:9]=[CH:8][C:7]([CH:10]([N:13]2[CH2:14][CH2:15][N:16]([C:20]3[C:21]4[CH2:28][CH2:27][NH:26][C:22]=4[N:23]=[CH:24][N:25]=3)[CH2:17][CH2:18]2)[CH2:11][NH2:12])=[CH:6][CH:5]=1. (2) Given the reactants [Cl:1][C:2]1[CH:3]=[C:4]([C:11]2[CH:16]=[C:15]([Cl:17])[CH:14]=[CH:13][C:12]=2[O:18][CH2:19][C:20]([O:22]C(C)(C)C)=[O:21])[CH:5]=[CH:6][C:7]=1[S:8]([CH3:10])=[O:9].C(O)(C(F)(F)F)=[O:28], predict the reaction product. The product is: [Cl:1][C:2]1[CH:3]=[C:4]([C:11]2[CH:16]=[C:15]([Cl:17])[CH:14]=[CH:13][C:12]=2[O:18][CH2:19][C:20]([OH:22])=[O:21])[CH:5]=[CH:6][C:7]=1[S:8]([CH3:10])(=[O:9])=[O:28]. (3) Given the reactants [CH:1]1([N:6]2[CH2:11][CH2:10][N:9]([C:12]([C:14]3[CH:15]=[C:16]4[C:20](=[CH:21][CH:22]=3)[NH:19][C:18]([C:23]([N:25]3[CH2:30][CH2:29][C:28]([F:32])([F:31])[CH2:27][CH2:26]3)=[O:24])=[CH:17]4)=[O:13])[CH2:8][CH2:7]2)[CH2:5][CH2:4][CH2:3][CH2:2]1.[CH3:33][O:34][C:35]([C:37]1[CH:42]=[CH:41][C:40](B(O)O)=[CH:39][CH:38]=1)=[O:36].N1C=CC=CC=1, predict the reaction product. The product is: [CH3:33][O:34][C:35](=[O:36])[C:37]1[CH:42]=[CH:41][C:40]([N:19]2[C:20]3[C:16](=[CH:15][C:14]([C:12]([N:9]4[CH2:8][CH2:7][N:6]([CH:1]5[CH2:5][CH2:4][CH2:3][CH2:2]5)[CH2:11][CH2:10]4)=[O:13])=[CH:22][CH:21]=3)[CH:17]=[C:18]2[C:23]([N:25]2[CH2:26][CH2:27][C:28]([F:31])([F:32])[CH2:29][CH2:30]2)=[O:24])=[CH:39][CH:38]=1. (4) Given the reactants [CH2:1]([O:3][C:4]([C@@:6]1([NH:11][C:12]([C@@H:14]2[CH2:18][C@@H:17]([O:19][C:20]3[C:29]4[C:24](=[C:25]([CH3:32])[C:26]([O:30][CH3:31])=[CH:27][CH:28]=4)[N:23]=[C:22]([C:33]4[S:34][CH:35]=[C:36]([CH:38]([CH3:40])[CH3:39])[N:37]=4)[CH:21]=3)[CH2:16][C@H:15]2[C:41]([O:43]C)=[O:42])=[O:13])[CH2:8][C@H:7]1[CH:9]=[CH2:10])=[O:5])[CH3:2].[Li+].[OH-].CC1CCCO1, predict the reaction product. The product is: [CH2:1]([O:3][C:4]([C@@:6]1([NH:11][C:12]([C@@H:14]2[CH2:18][C@@H:17]([O:19][C:20]3[C:29]4[C:24](=[C:25]([CH3:32])[C:26]([O:30][CH3:31])=[CH:27][CH:28]=4)[N:23]=[C:22]([C:33]4[S:34][CH:35]=[C:36]([CH:38]([CH3:40])[CH3:39])[N:37]=4)[CH:21]=3)[CH2:16][C@H:15]2[C:41]([OH:43])=[O:42])=[O:13])[CH2:8][C@H:7]1[CH:9]=[CH2:10])=[O:5])[CH3:2]. (5) Given the reactants [O:1]=[C:2]1[NH:7][CH:6]=[C:5]([C:8]([NH:10][C@@H:11]([C:20]2[CH:25]=[CH:24][C:23]([C:26]([F:29])([F:28])[F:27])=[CH:22][CH:21]=2)[C:12]2[C:17]([CH:18]=[CH2:19])=[CH:16][CH:15]=[CH:14][N:13]=2)=[O:9])[CH:4]=[CH:3]1.[H][H], predict the reaction product. The product is: [CH2:18]([C:17]1[C:12]([C@H:11]([C:20]2[CH:25]=[CH:24][C:23]([C:26]([F:28])([F:29])[F:27])=[CH:22][CH:21]=2)[NH:10][C:8]([C:5]2[CH:4]=[CH:3][C:2](=[O:1])[NH:7][CH:6]=2)=[O:9])=[N:13][CH:14]=[CH:15][CH:16]=1)[CH3:19]. (6) Given the reactants [C:1]([C:3]1[CH:11]=[CH:10][C:6](C(O)=O)=[CH:5][N:4]=1)#[N:2].CCN(CC)CC.Cl[C:20](OCC)=[O:21].[BH4-].[Na+], predict the reaction product. The product is: [OH:21][CH2:20][C:5]1[N:4]=[C:3]([C:1]#[N:2])[CH:11]=[CH:10][CH:6]=1. (7) Given the reactants [CH:1]1([NH:7][CH:8]2[CH2:13][CH2:12][CH2:11][CH2:10][CH2:9]2)[CH2:6][CH2:5][CH2:4][CH2:3][CH2:2]1.[C:14]([CH2:17][C:18]1([CH3:43])[CH2:27][CH2:26][C:25]2[C:20](=[C:21]([CH3:42])[C:22]([CH3:41])=[C:23]([S:29]([NH:32][C:33](=[NH:40])[C:34]3[CH:39]=[CH:38][CH:37]=[CH:36][CH:35]=3)(=[O:31])=[O:30])[C:24]=2[CH3:28])[O:19]1)([OH:16])=[O:15].C(OC(C)C)(C)C, predict the reaction product. The product is: [CH:8]1([NH:7][CH:1]2[CH2:2][CH2:3][CH2:4][CH2:5][CH2:6]2)[CH2:9][CH2:10][CH2:11][CH2:12][CH2:13]1.[C:14]([CH2:17][C:18]1([CH3:43])[CH2:27][CH2:26][C:25]2[C:20](=[C:21]([CH3:42])[C:22]([CH3:41])=[C:23]([S:29]([NH:32][C:33](=[NH:40])[C:34]3[CH:35]=[CH:36][CH:37]=[CH:38][CH:39]=3)(=[O:30])=[O:31])[C:24]=2[CH3:28])[O:19]1)([OH:16])=[O:15]. (8) Given the reactants C[O:2][C:3]([C:5]1[C:13]2[C:8](=[CH:9][CH:10]=[C:11]([OH:14])[CH:12]=2)[N:7]([C:15]2[CH:20]=[CH:19][C:18]([O:21][CH2:22][C:23]3[CH:28]=[CH:27][CH:26]=[CH:25][CH:24]=3)=[CH:17][CH:16]=2)[C:6]=1[CH2:29][C:30]([O:32]C)=[O:31])=[O:4].[F:34][C:35]([F:47])([F:46])[O:36][C:37]1[CH:42]=[CH:41][C:40](B(O)O)=[CH:39][CH:38]=1.C(CC1N(C2C=CC(OCC3C=CC(C)=CC=3)=CC=2)C2C(C=1C(O)=O)=CC(OC1C=CC(OC(C)C)=CC=1)=CC=2)(O)=O, predict the reaction product. The product is: [CH2:22]([O:21][C:18]1[CH:19]=[CH:20][C:15]([N:7]2[C:8]3[C:13](=[CH:12][C:11]([O:14][C:40]4[CH:39]=[CH:38][C:37]([O:36][C:35]([F:34])([F:46])[F:47])=[CH:42][CH:41]=4)=[CH:10][CH:9]=3)[C:5]([C:3]([OH:2])=[O:4])=[C:6]2[CH2:29][C:30]([OH:32])=[O:31])=[CH:16][CH:17]=1)[C:23]1[CH:28]=[CH:27][CH:26]=[CH:25][CH:24]=1. (9) Given the reactants [F:1][C:2]([F:14])([F:13])[C:3]1[CH:8]=[CH:7][CH:6]=[CH:5][C:4]=1[C:9](=[O:12])[CH2:10][CH3:11].BrBr.[H-].[Na+].[C:19]([CH2:21][C:22]([O:24][CH3:25])=[O:23])#[N:20].BrC(C)C(C1C=CC=CC=1C(F)(F)F)=O, predict the reaction product. The product is: [CH3:25][O:24][C:22](=[O:23])[CH:21]([C:19]#[N:20])[CH:10]([CH3:11])[C:9](=[O:12])[C:4]1[CH:5]=[CH:6][CH:7]=[CH:8][C:3]=1[C:2]([F:1])([F:13])[F:14].